This data is from Peptide-MHC class II binding affinity with 134,281 pairs from IEDB. The task is: Regression. Given a peptide amino acid sequence and an MHC pseudo amino acid sequence, predict their binding affinity value. This is MHC class II binding data. The peptide sequence is AAATAGTIVYGAFAA. The MHC is HLA-DQA10401-DQB10402 with pseudo-sequence HLA-DQA10401-DQB10402. The binding affinity (normalized) is 0.522.